The task is: Predict the product of the given reaction.. This data is from Forward reaction prediction with 1.9M reactions from USPTO patents (1976-2016). (1) Given the reactants [BrH:1].C(O)(=O)C.[CH:6]1([N:12]([C:39](=[O:53])[CH2:40][CH2:41][NH:42][CH2:43][CH2:44][C:45]2[CH:50]=[C:49]([F:51])[CH:48]=[C:47]([F:52])[CH:46]=2)[CH2:13][CH2:14][N:15]([CH2:26][CH2:27][C:28]2[C:36]3[S:35][C:34](=[O:37])[NH:33][C:32]=3[C:31]([OH:38])=[CH:30][CH:29]=2)C(=O)OCC2C=CC=CC=2)[CH2:11][CH2:10][CH2:9][CH2:8][CH2:7]1, predict the reaction product. The product is: [BrH:1].[BrH:1].[CH:6]1([N:12]([CH2:13][CH2:14][NH:15][CH2:26][CH2:27][C:28]2[C:36]3[S:35][C:34](=[O:37])[NH:33][C:32]=3[C:31]([OH:38])=[CH:30][CH:29]=2)[C:39](=[O:53])[CH2:40][CH2:41][NH:42][CH2:43][CH2:44][C:45]2[CH:46]=[C:47]([F:52])[CH:48]=[C:49]([F:51])[CH:50]=2)[CH2:7][CH2:8][CH2:9][CH2:10][CH2:11]1. (2) The product is: [C:1]1([N:7]2[C:15]3[CH2:14][CH2:13][CH2:12][CH:11]([CH2:16][C:17]([O:19][CH2:20][CH3:21])=[O:18])[C:10]=3[CH:9]=[N:8]2)[CH:2]=[CH:3][CH:4]=[CH:5][CH:6]=1. Given the reactants [C:1]1([N:7]2[C:15]3[CH2:14][CH2:13][CH2:12][C:11](=[CH:16][C:17]([O:19][CH2:20][CH3:21])=[O:18])[C:10]=3[CH:9]=[N:8]2)[CH:6]=[CH:5][CH:4]=[CH:3][CH:2]=1, predict the reaction product. (3) Given the reactants Br[C:2]1[C:3]([CH3:20])=[C:4]([CH2:12][N:13]2[CH2:19][CH2:18][CH2:17][O:16][CH2:15][CH2:14]2)[N:5]2[C:10]=1[C:9]([NH2:11])=[N:8][CH:7]=[N:6]2.[F:21][C:22]1[CH:27]=[CH:26][C:25]([C:28]([F:31])([F:30])[F:29])=[CH:24][C:23]=1[NH:32][C:33]([NH:35][C:36]1[CH:41]=[CH:40][C:39](B2OC(C)(C)C(C)(C)O2)=[CH:38][CH:37]=1)=[O:34].C([O-])([O-])=O.[K+].[K+].O, predict the reaction product. The product is: [NH2:11][C:9]1[C:10]2=[C:2]([C:39]3[CH:38]=[CH:37][C:36]([NH:35][C:33]([NH:32][C:23]4[CH:24]=[C:25]([C:28]([F:29])([F:31])[F:30])[CH:26]=[CH:27][C:22]=4[F:21])=[O:34])=[CH:41][CH:40]=3)[C:3]([CH3:20])=[C:4]([CH2:12][N:13]3[CH2:19][CH2:18][CH2:17][O:16][CH2:15][CH2:14]3)[N:5]2[N:6]=[CH:7][N:8]=1. (4) Given the reactants [C:1]([O:5][C:6]([N:8]1[CH2:13][CH2:12][N:11]([C:14]([C:16]2[C:20]3[CH:21]=[N:22][CH:23]=[CH:24][C:19]=3[N:18]([C:25]3[CH:30]=[CH:29][CH:28]=[CH:27][CH:26]=3)[C:17]=2Cl)=[O:15])[CH2:10][CH2:9]1)=[O:7])([CH3:4])([CH3:3])[CH3:2].[F:32][C:33]1[CH:34]=[CH:35][C:36]([CH3:40])=[C:37]([OH:39])[CH:38]=1, predict the reaction product. The product is: [C:1]([O:5][C:6]([N:8]1[CH2:13][CH2:12][N:11]([C:14]([C:16]2[C:20]3[CH:21]=[N:22][CH:23]=[CH:24][C:19]=3[N:18]([C:25]3[CH:30]=[CH:29][CH:28]=[CH:27][CH:26]=3)[C:17]=2[O:39][C:37]2[CH:38]=[C:33]([F:32])[CH:34]=[CH:35][C:36]=2[CH3:40])=[O:15])[CH2:10][CH2:9]1)=[O:7])([CH3:4])([CH3:3])[CH3:2]. (5) Given the reactants [C:1]1([S:7]([N:10]=[C:11]=[O:12])(=[O:9])=[O:8])[CH:6]=[CH:5][CH:4]=[CH:3][CH:2]=1.[NH2:13][C:14]1[CH:15]=[C:16]([C:22]([C:26]2[CH:31]=[CH:30][C:29]([O:32][CH3:33])=[C:28]([O:34][CH2:35][CH3:36])[CH:27]=2)=[CH:23][C:24]#[N:25])[CH:17]=[CH:18][C:19]=1[O:20][CH3:21], predict the reaction product. The product is: [C:1]1([S:7]([NH:10][C:11]([NH:13][C:14]2[CH:15]=[C:16]([C:22]([C:26]3[CH:31]=[CH:30][C:29]([O:32][CH3:33])=[C:28]([O:34][CH2:35][CH3:36])[CH:27]=3)=[CH:23][C:24]#[N:25])[CH:17]=[CH:18][C:19]=2[O:20][CH3:21])=[O:12])(=[O:8])=[O:9])[CH:2]=[CH:3][CH:4]=[CH:5][CH:6]=1. (6) Given the reactants [CH2:1]([C:3]1[CH:12]=[C:11]2[C:6]([C:7](=[O:19])[N:8]([NH:14][S:15]([CH3:18])(=[O:17])=[O:16])[C:9](=[O:13])[NH:10]2)=[CH:5][C:4]=1[C:20]1[N:21]([CH3:25])[N:22]=[CH:23][CH:24]=1)[CH3:2].Cl[C:27]([O:29][CH2:30][CH2:31][CH2:32][CH2:33][CH3:34])=[O:28], predict the reaction product. The product is: [CH2:30]([O:29][C:27](=[O:28])[N:14]([S:15]([CH3:18])(=[O:16])=[O:17])[N:8]1[C:7](=[O:19])[C:6]2[C:11](=[CH:12][C:3]([CH2:1][CH3:2])=[C:4]([C:20]3[N:21]([CH3:25])[N:22]=[CH:23][CH:24]=3)[CH:5]=2)[NH:10][C:9]1=[O:13])[CH2:31][CH2:32][CH2:33][CH3:34]. (7) The product is: [CH2:6]([O:8][C:9]([C@:11]1([F:31])[C@@H:16]2[C@H:12]1[CH2:13][C@@H:14]([O:21][CH2:22][C:23]1[CH:28]=[CH:27][C:26]([Cl:29])=[C:25]([Cl:30])[CH:24]=1)[C@@:15]2([NH:20][C:33]([O:35][CH2:36][CH:37]=[CH2:38])=[O:34])[C:17]([O:19][CH:11]([CH2:12][CH3:13])[CH3:9])=[O:18])=[O:10])[CH3:7]. Given the reactants C(=O)([O-])O.[Na+].[CH2:6]([O:8][C:9]([C@:11]1([F:31])[C@@H:16]2[C@H:12]1[CH2:13][C@@H:14]([O:21][CH2:22][C:23]1[CH:28]=[CH:27][C:26]([Cl:29])=[C:25]([Cl:30])[CH:24]=1)[C@@:15]2([NH2:20])[C:17]([OH:19])=[O:18])=[O:10])[CH3:7].Cl[C:33]([O:35][CH2:36][CH:37]=[CH2:38])=[O:34].Cl, predict the reaction product.